This data is from Forward reaction prediction with 1.9M reactions from USPTO patents (1976-2016). The task is: Predict the product of the given reaction. (1) Given the reactants Cl[C:2]([N:4]1[CH2:9][CH2:8][N:7]([C:10]([O:12][CH2:13][C:14]2[CH:19]=[CH:18][CH:17]=[CH:16][CH:15]=2)=[O:11])[CH2:6][CH2:5]1)=[O:3].[Cl:20][C:21]1[CH:38]=[CH:37][C:24]([CH2:25][NH:26][CH2:27][CH2:28][NH:29][C:30](=[O:36])[O:31][C:32]([CH3:35])([CH3:34])[CH3:33])=[CH:23][CH:22]=1.CCN(C(C)C)C(C)C, predict the reaction product. The product is: [C:32]([O:31][C:30]([NH:29][CH2:28][CH2:27][N:26]([CH2:25][C:24]1[CH:37]=[CH:38][C:21]([Cl:20])=[CH:22][CH:23]=1)[C:2]([N:4]1[CH2:9][CH2:8][N:7]([C:10]([O:12][CH2:13][C:14]2[CH:19]=[CH:18][CH:17]=[CH:16][CH:15]=2)=[O:11])[CH2:6][CH2:5]1)=[O:3])=[O:36])([CH3:35])([CH3:33])[CH3:34]. (2) Given the reactants [CH2:1]([N:3]([CH2:29][CH3:30])[C:4](=O)[CH2:5][CH2:6][C:7]1[CH:12]=[CH:11][C:10]([NH:13][C:14]2[N:19]=[CH:18][C:17]([C:20]3[CH:25]=[CH:24][C:23]([O:26][CH3:27])=[CH:22][CH:21]=3)=[CH:16][N:15]=2)=[CH:9][CH:8]=1)[CH3:2].[Li].C1COCC1, predict the reaction product. The product is: [CH2:29]([N:3]([CH2:1][CH3:2])[CH2:4][CH2:5][CH2:6][C:7]1[CH:8]=[CH:9][C:10]([NH:13][C:14]2[N:15]=[CH:16][C:17]([C:20]3[CH:21]=[CH:22][C:23]([O:26][CH3:27])=[CH:24][CH:25]=3)=[CH:18][N:19]=2)=[CH:11][CH:12]=1)[CH3:30]. (3) Given the reactants [C:1]([C:3]1C=CC(C(C2C(=O)CC(C(F)(F)F)CC=2OCC)NC(NC2C=CC=C(C(F)(F)F)C=2)=O)=CC=1)#N.[C:38]([C:40]1[CH:45]=[CH:44][C:43]([CH:46]([C:61]2[C:66](=[O:67])[CH2:65][CH:64]([C:68]3[CH:73]=[CH:72][C:71]([C:74]([F:77])([F:76])[F:75])=[CH:70][CH:69]=3)[CH2:63][C:62]=2[OH:78])[NH:47][C:48]([NH:50][C:51]2[CH:56]=[CH:55][CH:54]=[C:53]([C:57]([F:60])([F:59])[F:58])[CH:52]=2)=[O:49])=[CH:42][CH:41]=1)#[N:39], predict the reaction product. The product is: [C:38]([C:40]1[CH:41]=[CH:42][C:43]([CH:46]([C:61]2[C:66](=[O:67])[CH2:65][CH:64]([C:68]3[CH:69]=[CH:70][C:71]([C:74]([F:75])([F:76])[F:77])=[CH:72][CH:73]=3)[CH2:63][C:62]=2[O:78][CH2:1][CH3:3])[NH:47][C:48]([NH:50][C:51]2[CH:56]=[CH:55][CH:54]=[C:53]([C:57]([F:60])([F:59])[F:58])[CH:52]=2)=[O:49])=[CH:44][CH:45]=1)#[N:39].